This data is from Peptide-MHC class II binding affinity with 134,281 pairs from IEDB. The task is: Regression. Given a peptide amino acid sequence and an MHC pseudo amino acid sequence, predict their binding affinity value. This is MHC class II binding data. (1) The peptide sequence is TAVNSLISDNTLMKN. The MHC is DRB1_0101 with pseudo-sequence DRB1_0101. The binding affinity (normalized) is 0.711. (2) The peptide sequence is FNFSQDDLLTEDVMI. The MHC is DRB1_0101 with pseudo-sequence DRB1_0101. The binding affinity (normalized) is 0.222. (3) The peptide sequence is GLFGGLNWITKVIMG. The MHC is DRB3_0202 with pseudo-sequence DRB3_0202. The binding affinity (normalized) is 0. (4) The peptide sequence is RRLGARLATTGQL. The MHC is DRB1_0101 with pseudo-sequence DRB1_0101. The binding affinity (normalized) is 0.350.